This data is from Reaction yield outcomes from USPTO patents with 853,638 reactions. The task is: Predict the reaction yield, written as a fraction of the theoretical maximum amount of product (1.0 means a 100% yield; for example, 0.34 means a 34% yield). (1) The reactants are Cl[C:2]1C=C(N([C@H]2CC[C@H](N(C)C)CC2)CC)C(C)=C(C=1)C(O)=O.CN.[Cl:26][C:27]1[CH:28]=[C:29]([N:49]([CH2:59][CH3:60])[C@H:50]2[CH2:55][CH2:54][C@H:53]([N:56]([CH3:58])[CH3:57])[CH2:52][CH2:51]2)[C:30]([CH3:48])=[C:31]([CH:47]=1)[C:32]([NH:34][CH2:35][C:36]1[C:41](=[O:42])[N:40]2[NH:43][CH:44]=[CH:45][C:39]2=[CH:38]C=1C)=[O:33].C(NN)C.C(N(CC)CC)C.C1CN([P+](ON2N=NC3C=CC=CC2=3)(N2CCCC2)N2CCCC2)CC1.F[P-](F)(F)(F)(F)F. The catalyst is CS(C)=O. The product is [Cl:26][C:27]1[CH:28]=[C:29]([N:49]([C@H:50]2[CH2:55][CH2:54][C@H:53]([N:56]([CH3:58])[CH3:57])[CH2:52][CH2:51]2)[CH2:59][CH3:60])[C:30]([CH3:48])=[C:31]([CH:47]=1)[C:32]([NH:34][CH2:35][C:36]1[C:44]([CH3:45])=[N:43][N:40]([CH2:39][CH3:38])[C:41]=1[O:42][CH3:2])=[O:33]. The yield is 0.519. (2) The reactants are N[C:2]1[C:10]2[C:5](=[N:6][C:7]([CH:31]([CH3:33])[CH3:32])=[CH:8][C:9]=2[C:11]2[CH:16]=[CH:15][C:14]([NH:17][C:18]([NH:20][C:21]3[CH:26]=[CH:25][CH:24]=[C:23]([C:27]([F:30])([F:29])[F:28])[CH:22]=3)=[O:19])=[CH:13][CH:12]=2)[NH:4][N:3]=1.S(=O)(=O)(O)O.N([O-])=O.[Na+]. The product is [CH:31]([C:7]1[N:6]=[C:5]2[NH:4][N:3]=[CH:2][C:10]2=[C:9]([C:11]2[CH:16]=[CH:15][C:14]([NH:17][C:18]([NH:20][C:21]3[CH:26]=[CH:25][CH:24]=[C:23]([C:27]([F:28])([F:29])[F:30])[CH:22]=3)=[O:19])=[CH:13][CH:12]=2)[CH:8]=1)([CH3:33])[CH3:32]. The yield is 0.740. No catalyst specified. (3) The reactants are Br[C:2]1[CH:3]=[CH:4][C:5]2[O:14][CH2:13][CH2:12][N:11]3[C:7](=[N:8][C:9]([C:15]4[N:16]([CH:23]([CH3:25])[CH3:24])[N:17]=[C:18]([CH2:20][O:21][CH3:22])[N:19]=4)=[CH:10]3)[C:6]=2[CH:26]=1. The catalyst is C(Cl)Cl. The product is [CH:23]([N:16]1[C:15]([C:9]2[N:8]=[C:7]3[C:6]4[CH:26]=[CH:2][CH:3]=[CH:4][C:5]=4[O:14][CH2:13][CH2:12][N:11]3[CH:10]=2)=[N:19][C:18]([CH2:20][O:21][CH3:22])=[N:17]1)([CH3:25])[CH3:24]. The yield is 1.00. (4) The reactants are [CH:1](N(CC)C(C)C)(C)C.Cl.Cl.N1[CH2:17][CH2:16][C:15]2([C:25]3[C:20](=[N:21][CH:22]=[CH:23][CH:24]=3)[C:19](=[O:26])[O:18]2)[CH2:14][CH2:13]1.Cl.[CH3:28][N:29]([CH2:33][CH2:34][N:35]1[CH2:40][CH2:39][CH2:38][CH2:37][CH2:36]1)[C:30](Cl)=[O:31]. The catalyst is C(Cl)(Cl)Cl. The product is [CH3:28][N:29]([CH2:33][CH2:34][N:35]1[CH2:40][CH2:39][CH2:38][CH2:37][CH2:36]1)[C:30]([CH:1]1[CH2:17][CH2:16][C:15]2([C:25]3[C:20](=[N:21][CH:22]=[CH:23][CH:24]=3)[C:19](=[O:26])[O:18]2)[CH2:14][CH2:13]1)=[O:31]. The yield is 0.240. (5) The reactants are [CH3:1][O:2][C:3]1[CH:4]=[C:5]([CH2:13][CH2:14][C@H:15]([C:17]2[CH:22]=[CH:21][CH:20]=[C:19]([O:23][CH2:24][C:25]([O:27][C:28]([CH3:31])([CH3:30])[CH3:29])=[O:26])[CH:18]=2)[OH:16])[CH:6]=[C:7]([O:11][CH3:12])[C:8]=1[O:9][CH3:10].[O:32]=[C:33]([N:41]1[CH2:46][CH2:45][CH2:44][CH2:43][C@H:42]1[C:47](O)=[O:48])[C:34](=[O:40])[C:35]([CH3:39])([CH3:38])[CH2:36][CH3:37].C1(N=C=NC2CCCCC2)CCCCC1. The catalyst is C(Cl)Cl.CN(C)C1C=CN=CC=1. The product is [CH3:38][C:35]([CH3:39])([CH2:36][CH3:37])[C:34](=[O:40])[C:33]([N:41]1[CH2:46][CH2:45][CH2:44][CH2:43][C@H:42]1[C:47]([O:16][C@@H:15]([C:17]1[CH:22]=[CH:21][CH:20]=[C:19]([O:23][CH2:24][C:25]([O:27][C:28]([CH3:31])([CH3:30])[CH3:29])=[O:26])[CH:18]=1)[CH2:14][CH2:13][C:5]1[CH:4]=[C:3]([O:2][CH3:1])[C:8]([O:9][CH3:10])=[C:7]([O:11][CH3:12])[CH:6]=1)=[O:48])=[O:32]. The yield is 0.780. (6) The reactants are [N:1]1[O:2][N:3]=[C:4]2[CH:9]=[C:8]([C:10](=[O:17])[C:11]#[C:12][C:13](O)([CH3:15])[CH3:14])[CH:7]=[CH:6][C:5]=12.C(NCC)C.C([OH:25])C. No catalyst specified. The product is [N:1]1[O:2][N:3]=[C:4]2[CH:9]=[C:8]([C:10]3[O:17][C:13]([CH3:14])([CH3:15])[C:12](=[O:25])[CH:11]=3)[CH:7]=[CH:6][C:5]=12. The yield is 0.830. (7) The reactants are [CH3:1][O:2][C:3]([C:5]1[C:9]([C:10]2[CH:15]=[CH:14][C:13]([F:16])=[CH:12][CH:11]=2)=[N:8][NH:7][N:6]=1)=[O:4].[H-].[Na+].O.[CH2:20]1COCC1. No catalyst specified. The product is [CH3:1][O:2][C:3]([C:5]1[NH:6][NH:7][N:8]([CH3:20])[C:9]=1[C:10]1[CH:15]=[CH:14][C:13]([F:16])=[CH:12][CH:11]=1)=[O:4]. The yield is 0.330. (8) The reactants are [CH3:1][C:2]1([CH3:11])[CH2:7][C:6]([CH3:9])([CH3:8])[CH2:5][C:4](=O)[CH2:3]1.[CH3:12][O:13][C:14]1[CH:37]=[CH:36][C:17]([C:18]([C:20]2[CH:25]=[CH:24][C:23]([NH:26][S:27]([C:30]3[CH:35]=[CH:34][CH:33]=[CH:32][CH:31]=3)(=[O:29])=[O:28])=[CH:22][CH:21]=2)=O)=[CH:16][CH:15]=1.C([O-])([O-])=O.[K+].[K+]. The catalyst is O1CCCC1.O.[Ti](Cl)(Cl)(Cl)Cl.[Zn]. The product is [CH3:12][O:13][C:14]1[CH:15]=[CH:16][C:17]([C:18](=[C:4]2[CH2:3][C:2]([CH3:11])([CH3:1])[CH2:7][C:6]([CH3:9])([CH3:8])[CH2:5]2)[C:20]2[CH:25]=[CH:24][C:23]([NH:26][S:27]([C:30]3[CH:35]=[CH:34][CH:33]=[CH:32][CH:31]=3)(=[O:29])=[O:28])=[CH:22][CH:21]=2)=[CH:36][CH:37]=1. The yield is 0.800. (9) The reactants are Cl.[CH:2]1([NH:8][CH2:9][C:10]([OH:12])=[O:11])[CH2:7][CH2:6][CH2:5][CH2:4][CH2:3]1.C(=O)([O-])[O-].[K+].[K+].[CH2:19]([O:23][C:24](Cl)=[O:25])[CH:20]([CH3:22])[CH3:21]. The catalyst is C(#N)C.O. The product is [CH2:19]([O:23][C:24]([N:8]([CH:2]1[CH2:7][CH2:6][CH2:5][CH2:4][CH2:3]1)[CH2:9][C:10]([OH:12])=[O:11])=[O:25])[CH:20]([CH3:22])[CH3:21]. The yield is 0.940.